This data is from Full USPTO retrosynthesis dataset with 1.9M reactions from patents (1976-2016). The task is: Predict the reactants needed to synthesize the given product. (1) Given the product [NH2:17][C:16]1[CH:15]=[CH:14][C:5]([C:6]([NH:8][CH:9]2[CH2:10][N:11]([CH3:13])[CH2:12]2)=[O:7])=[CH:4][C:3]=1[O:2][CH3:1], predict the reactants needed to synthesize it. The reactants are: [CH3:1][O:2][C:3]1[CH:4]=[C:5]([CH:14]=[CH:15][C:16]=1[N+:17]([O-])=O)[C:6]([NH:8][CH:9]1[CH2:12][N:11]([CH3:13])[CH2:10]1)=[O:7]. (2) Given the product [CH2:13]([O:12][CH2:11][C@H:10]([CH2:9][OH:8])[O:31][C:32](=[O:48])[CH2:33][CH2:34][CH2:35][CH2:36][CH2:37][CH2:38][CH2:39][CH2:40][CH2:41][CH2:42][CH2:43][CH2:44][CH2:45][CH2:46][CH3:47])[CH2:14][CH2:15][CH2:16][CH2:17][CH2:18][CH2:19][CH2:20]/[CH:21]=[CH:22]\[CH2:23][CH2:24][CH2:25][CH2:26][CH2:27][CH2:28][CH2:29][CH3:30], predict the reactants needed to synthesize it. The reactants are: C([O:8][CH2:9][C@H:10]([O:31][C:32](=[O:48])[CH2:33][CH2:34][CH2:35][CH2:36][CH2:37][CH2:38][CH2:39][CH2:40][CH2:41][CH2:42][CH2:43][CH2:44][CH2:45][CH2:46][CH3:47])[CH2:11][O:12][CH2:13][CH2:14][CH2:15][CH2:16][CH2:17][CH2:18][CH2:19][CH2:20]/[CH:21]=[CH:22]\[CH2:23][CH2:24][CH2:25][CH2:26][CH2:27][CH2:28][CH2:29][CH3:30])C1C=CC=CC=1.B(Cl)(Cl)Cl. (3) Given the product [CH:1]1([C:5]2[O:9][N:8]=[C:7]([CH2:10][O:11][C:12]3[C:13]([CH3:19])=[CH:14][CH:15]=[CH:16][C:17]=3[CH3:18])[C:6]=2[CH2:20][O:21][C:22]2[CH:23]=[CH:24][C:25]([C:28]3[CH:37]=[C:36]4[C:31]([CH:32]=[C:33]([C:38]([OH:40])=[O:39])[N:34]=[CH:35]4)=[CH:30][CH:29]=3)=[CH:26][CH:27]=2)[CH2:4][CH2:3][CH2:2]1, predict the reactants needed to synthesize it. The reactants are: [CH:1]1([C:5]2[O:9][N:8]=[C:7]([CH2:10][O:11][C:12]3[C:17]([CH3:18])=[CH:16][CH:15]=[CH:14][C:13]=3[CH3:19])[C:6]=2[CH2:20][O:21][C:22]2[CH:27]=[CH:26][C:25]([C:28]3[CH:37]=[C:36]4[C:31]([CH:32]=[C:33]([C:38]([O:40]C)=[O:39])[N:34]=[CH:35]4)=[CH:30][CH:29]=3)=[CH:24][CH:23]=2)[CH2:4][CH2:3][CH2:2]1.O1CCCC1.[OH-].[Na+].Cl. (4) Given the product [CH2:1]([C:8]1[CH:9]=[N:10][C:11]([N:22]2[C@H:15]3[CH2:21][CH2:20][C@@H:19]2[CH2:18][N:17]([C:23]([O:25][C:26]([CH3:29])([CH3:28])[CH3:27])=[O:24])[CH2:16]3)=[N:12][CH:13]=1)[C:2]1[CH:7]=[CH:6][CH:5]=[CH:4][CH:3]=1, predict the reactants needed to synthesize it. The reactants are: [CH2:1]([C:8]1[CH:9]=[N:10][C:11](Cl)=[N:12][CH:13]=1)[C:2]1[CH:7]=[CH:6][CH:5]=[CH:4][CH:3]=1.[C@@H:15]12[NH:22][C@@H:19]([CH2:20][CH2:21]1)[CH2:18][N:17]([C:23]([O:25][C:26]([CH3:29])([CH3:28])[CH3:27])=[O:24])[CH2:16]2.C(N(CC)CC)C. (5) Given the product [CH3:19][O:20][C:4]1[N:9]=[N:8][CH:7]=[C:6]([C:10]2[S:14][C:13]([C:15]([OH:17])=[O:16])=[CH:12][CH:11]=2)[CH:5]=1, predict the reactants needed to synthesize it. The reactants are: [H-].[Na+].Cl[C:4]1[N:9]=[N:8][CH:7]=[C:6]([C:10]2[S:14][C:13]([C:15]([O:17]C)=[O:16])=[CH:12][CH:11]=2)[CH:5]=1.[CH3:19][OH:20]. (6) Given the product [CH2:10]([O:9][C:1](=[O:8])[CH:2]([C:43](=[O:44])[C:36]1[CH:37]=[C:38]([N+:40]([O-:42])=[O:41])[CH:39]=[C:34]([C:33]([O:32][CH3:31])=[O:46])[CH:35]=1)[C:3]([O:5][CH2:6][CH3:7])=[O:4])[CH3:11], predict the reactants needed to synthesize it. The reactants are: [C:1]([O:9][CH2:10][CH3:11])(=[O:8])[CH2:2][C:3]([O:5][CH2:6][CH3:7])=[O:4].[O-]CC.[Mg+2].[O-]CC.C(OCC)(=O)CC(OCC)=O.[Mg].[CH3:31][O:32][C:33](=[O:46])[C:34]1[CH:39]=[C:38]([N+:40]([O-:42])=[O:41])[CH:37]=[C:36]([C:43](Cl)=[O:44])[CH:35]=1. (7) Given the product [N:28]1([C:31]2[C:36]([NH:37][C:2]3[C:11]4[C:6](=[CH:7][C:8]([F:13])=[CH:9][C:10]=4[F:12])[N:5]=[C:4]([C:14]4[CH:19]=[CH:18][CH:17]=[CH:16][C:15]=4[S:20]([CH3:23])(=[O:22])=[O:21])[C:3]=3[CH3:24])=[CH:35][C:34]([N:38]3[CH2:39][CH2:40][O:41][CH2:42][CH2:43]3)=[CH:33][N:32]=2)[CH2:27][CH2:26][O:25][CH2:30][CH2:29]1, predict the reactants needed to synthesize it. The reactants are: Cl[C:2]1[C:11]2[C:6](=[CH:7][C:8]([F:13])=[CH:9][C:10]=2[F:12])[N:5]=[C:4]([C:14]2[CH:19]=[CH:18][CH:17]=[CH:16][C:15]=2[S:20]([CH3:23])(=[O:22])=[O:21])[C:3]=1[CH3:24].[O:25]1[CH2:30][CH2:29][N:28]([C:31]2[C:36]([NH2:37])=[CH:35][C:34]([N:38]3[CH2:43][CH2:42][O:41][CH2:40][CH2:39]3)=[CH:33][N:32]=2)[CH2:27][CH2:26]1. (8) Given the product [CH3:17][O:16][CH:3]([O:2][CH3:1])[C:4]1[N:13]=[C:12]2[C:7]([CH2:8][CH2:9][CH2:10][N:11]2[C:25]([O:24][C:18]2[CH:23]=[CH:22][CH:21]=[CH:20][CH:19]=2)=[O:26])=[CH:6][C:5]=1[O:14][CH3:15], predict the reactants needed to synthesize it. The reactants are: [CH3:1][O:2][CH:3]([O:16][CH3:17])[C:4]1[N:13]=[C:12]2[C:7]([CH2:8][CH2:9][CH2:10][NH:11]2)=[CH:6][C:5]=1[O:14][CH3:15].[C:18]1([O:24][C:25](=O)[O:26]C2C=CC=CC=2)[CH:23]=[CH:22][CH:21]=[CH:20][CH:19]=1.[Li+].C[Si]([N-][Si](C)(C)C)(C)C.